Task: Predict which catalyst facilitates the given reaction.. Dataset: Catalyst prediction with 721,799 reactions and 888 catalyst types from USPTO Reactant: C[O:2][C:3]([C@@H:5]1[C@@H:10]([C:11]2[CH:16]=[CH:15][C:14]([O:17][CH2:18][CH2:19][O:20][C:21]3[C:26]([Cl:27])=[CH:25][C:24]([CH3:28])=[CH:23][C:22]=3[Cl:29])=[CH:13][CH:12]=2)[CH2:9][CH2:8][N:7]([C:30]([O:32][C:33]([CH3:36])([CH3:35])[CH3:34])=[O:31])[CH2:6]1)=[O:4].[OH-].[Na+].Cl. Product: [C:33]([O:32][C:30]([N:7]1[CH2:8][CH2:9][C@H:10]([C:11]2[CH:16]=[CH:15][C:14]([O:17][CH2:18][CH2:19][O:20][C:21]3[C:26]([Cl:27])=[CH:25][C:24]([CH3:28])=[CH:23][C:22]=3[Cl:29])=[CH:13][CH:12]=2)[C@@H:5]([C:3]([OH:4])=[O:2])[CH2:6]1)=[O:31])([CH3:36])([CH3:34])[CH3:35]. The catalyst class is: 5.